This data is from NCI-60 drug combinations with 297,098 pairs across 59 cell lines. The task is: Regression. Given two drug SMILES strings and cell line genomic features, predict the synergy score measuring deviation from expected non-interaction effect. (1) Drug 1: CC(C)(C#N)C1=CC(=CC(=C1)CN2C=NC=N2)C(C)(C)C#N. Drug 2: COCCOC1=C(C=C2C(=C1)C(=NC=N2)NC3=CC=CC(=C3)C#C)OCCOC.Cl. Cell line: RXF 393. Synergy scores: CSS=2.44, Synergy_ZIP=0.0669, Synergy_Bliss=-2.58, Synergy_Loewe=0.0382, Synergy_HSA=-4.31. (2) Drug 1: C1CC(C1)(C(=O)O)C(=O)O.[NH2-].[NH2-].[Pt+2]. Drug 2: C(=O)(N)NO. Cell line: TK-10. Synergy scores: CSS=-0.0455, Synergy_ZIP=1.60, Synergy_Bliss=4.76, Synergy_Loewe=0.894, Synergy_HSA=1.39. (3) Drug 1: CN(C)C1=NC(=NC(=N1)N(C)C)N(C)C. Drug 2: C(CN)CNCCSP(=O)(O)O. Cell line: RPMI-8226. Synergy scores: CSS=0.155, Synergy_ZIP=12.1, Synergy_Bliss=13.4, Synergy_Loewe=3.14, Synergy_HSA=3.98.